From a dataset of HIV replication inhibition screening data with 41,000+ compounds from the AIDS Antiviral Screen. Binary Classification. Given a drug SMILES string, predict its activity (active/inactive) in a high-throughput screening assay against a specified biological target. (1) The compound is C=C1C(=O)OC2C=C(C)C3OC3C=C(C(=O)OC)C(OC(C)=O)C(OC(=O)C(C)(O)C(C)OC(C)=O)C12. The result is 0 (inactive). (2) The molecule is O=C(O)c1cccc(S(=O)(=O)NN2C(=O)CSC2c2ccccc2)c1. The result is 0 (inactive). (3) The drug is CC1=NC(c2ccccc2)(C2(c3ccccc3)C(c3ccccc3)=C2c2ccccc2)C(=O)O1. The result is 0 (inactive). (4) The compound is C[N+]1([O-])C2CCC1CC(OC(=O)C(CO)c1ccccc1)C2. The result is 0 (inactive). (5) The compound is Cc1csc2[n+]1C(=O)C(=Cc1ccc([N+](=O)[O-])cc1)S2.[Cl-]. The result is 0 (inactive).